Binary Classification. Given a drug SMILES string, predict its activity (active/inactive) in a high-throughput screening assay against a specified biological target. From a dataset of Orexin1 receptor HTS with 218,158 compounds and 233 confirmed actives. The molecule is S(=O)(=O)(N(CC(=O)N1CCCCCC1)c1c(F)cccc1)c1ccc(cc1)C. The result is 0 (inactive).